Regression. Given two drug SMILES strings and cell line genomic features, predict the synergy score measuring deviation from expected non-interaction effect. From a dataset of NCI-60 drug combinations with 297,098 pairs across 59 cell lines. (1) Drug 1: C1CCC(C1)C(CC#N)N2C=C(C=N2)C3=C4C=CNC4=NC=N3. Drug 2: CC1OCC2C(O1)C(C(C(O2)OC3C4COC(=O)C4C(C5=CC6=C(C=C35)OCO6)C7=CC(=C(C(=C7)OC)O)OC)O)O. Cell line: MDA-MB-231. Synergy scores: CSS=31.4, Synergy_ZIP=7.23, Synergy_Bliss=8.33, Synergy_Loewe=5.59, Synergy_HSA=10.1. (2) Drug 1: CCCS(=O)(=O)NC1=C(C(=C(C=C1)F)C(=O)C2=CNC3=C2C=C(C=N3)C4=CC=C(C=C4)Cl)F. Drug 2: CN(C)N=NC1=C(NC=N1)C(=O)N. Cell line: LOX IMVI. Synergy scores: CSS=59.6, Synergy_ZIP=4.02, Synergy_Bliss=3.39, Synergy_Loewe=9.94, Synergy_HSA=11.7. (3) Drug 1: C1=NC(=NC(=O)N1C2C(C(C(O2)CO)O)O)N. Drug 2: C1=CN(C=N1)CC(O)(P(=O)(O)O)P(=O)(O)O. Cell line: SN12C. Synergy scores: CSS=30.1, Synergy_ZIP=-9.73, Synergy_Bliss=-3.65, Synergy_Loewe=-5.72, Synergy_HSA=-1.26. (4) Drug 1: C1=CN(C(=O)N=C1N)C2C(C(C(O2)CO)O)O.Cl. Drug 2: C(CCl)NC(=O)N(CCCl)N=O. Cell line: SK-MEL-5. Synergy scores: CSS=16.8, Synergy_ZIP=-5.14, Synergy_Bliss=1.62, Synergy_Loewe=0.525, Synergy_HSA=1.72. (5) Drug 1: CNC(=O)C1=NC=CC(=C1)OC2=CC=C(C=C2)NC(=O)NC3=CC(=C(C=C3)Cl)C(F)(F)F. Drug 2: CC1CCCC2(C(O2)CC(NC(=O)CC(C(C(=O)C(C1O)C)(C)C)O)C(=CC3=CSC(=N3)C)C)C. Cell line: SK-MEL-5. Synergy scores: CSS=43.3, Synergy_ZIP=0.256, Synergy_Bliss=-2.02, Synergy_Loewe=-23.1, Synergy_HSA=0.928. (6) Drug 1: CC1C(C(CC(O1)OC2CC(OC(C2O)C)OC3=CC4=CC5=C(C(=O)C(C(C5)C(C(=O)C(C(C)O)O)OC)OC6CC(C(C(O6)C)O)OC7CC(C(C(O7)C)O)OC8CC(C(C(O8)C)O)(C)O)C(=C4C(=C3C)O)O)O)O. Drug 2: CN(CC1=CN=C2C(=N1)C(=NC(=N2)N)N)C3=CC=C(C=C3)C(=O)NC(CCC(=O)O)C(=O)O. Cell line: SK-MEL-2. Synergy scores: CSS=30.2, Synergy_ZIP=0.644, Synergy_Bliss=-2.41, Synergy_Loewe=-13.0, Synergy_HSA=-4.96. (7) Drug 1: CC1=CC=C(C=C1)C2=CC(=NN2C3=CC=C(C=C3)S(=O)(=O)N)C(F)(F)F. Drug 2: CCC1(CC2CC(C3=C(CCN(C2)C1)C4=CC=CC=C4N3)(C5=C(C=C6C(=C5)C78CCN9C7C(C=CC9)(C(C(C8N6C=O)(C(=O)OC)O)OC(=O)C)CC)OC)C(=O)OC)O.OS(=O)(=O)O. Cell line: TK-10. Synergy scores: CSS=4.24, Synergy_ZIP=-4.32, Synergy_Bliss=-3.21, Synergy_Loewe=-11.6, Synergy_HSA=-4.80. (8) Drug 1: CC12CCC3C(C1CCC2=O)CC(=C)C4=CC(=O)C=CC34C. Drug 2: CCN(CC)CCNC(=O)C1=C(NC(=C1C)C=C2C3=C(C=CC(=C3)F)NC2=O)C. Cell line: SK-MEL-5. Synergy scores: CSS=12.0, Synergy_ZIP=3.23, Synergy_Bliss=0.289, Synergy_Loewe=-4.73, Synergy_HSA=-5.34.